This data is from Peptide-MHC class II binding affinity with 134,281 pairs from IEDB. The task is: Regression. Given a peptide amino acid sequence and an MHC pseudo amino acid sequence, predict their binding affinity value. This is MHC class II binding data. (1) The peptide sequence is FRNDWILESDFLISE. The MHC is DRB1_0101 with pseudo-sequence DRB1_0101. The binding affinity (normalized) is 0.870. (2) The peptide sequence is EDLVRAYHAMSSTHE. The MHC is DRB1_1501 with pseudo-sequence DRB1_1501. The binding affinity (normalized) is 0.752. (3) The peptide sequence is KKDLISYGGGWRLSA. The MHC is DRB1_0404 with pseudo-sequence DRB1_0404. The binding affinity (normalized) is 0.110. (4) The MHC is DRB1_1101 with pseudo-sequence DRB1_1101. The binding affinity (normalized) is 0.655. The peptide sequence is CSNSHVNTLRFLVKN. (5) The binding affinity (normalized) is 0.0407. The MHC is DRB3_0202 with pseudo-sequence DRB3_0202. The peptide sequence is AFILDGDNLFPKV.